Dataset: Reaction yield outcomes from USPTO patents with 853,638 reactions. Task: Predict the reaction yield, written as a fraction of the theoretical maximum amount of product (1.0 means a 100% yield; for example, 0.34 means a 34% yield). The reactants are [Cl-].O[NH3+:3].[C:4](=[O:7])([O-])[OH:5].[Na+].CS(C)=O.[OH:13][C@H:14]1[CH2:19][CH2:18][C@H:17]([N:20]2[C:25](=[O:26])[C:24]([CH2:27][C:28]3[CH:33]=[CH:32][C:31]([C:34]4[C:35]([C:40]#[N:41])=[CH:36][CH:37]=[CH:38][CH:39]=4)=[CH:30][CH:29]=3)=[C:23]([CH2:42][CH2:43][CH3:44])[N:22]3[N:45]=[CH:46][CH:47]=[C:21]23)[CH2:16][CH2:15]1. The catalyst is C(OCC)(=O)C. The product is [OH:13][C@H:14]1[CH2:15][CH2:16][C@H:17]([N:20]2[C:25](=[O:26])[C:24]([CH2:27][C:28]3[CH:33]=[CH:32][C:31]([C:34]4[CH:39]=[CH:38][CH:37]=[CH:36][C:35]=4[C:40]4[NH:3][C:4](=[O:7])[O:5][N:41]=4)=[CH:30][CH:29]=3)=[C:23]([CH2:42][CH2:43][CH3:44])[N:22]3[N:45]=[CH:46][CH:47]=[C:21]23)[CH2:18][CH2:19]1. The yield is 0.900.